Dataset: Catalyst prediction with 721,799 reactions and 888 catalyst types from USPTO. Task: Predict which catalyst facilitates the given reaction. (1) Reactant: [Li+].[BH4-].[F:3][C:4]([F:17])([F:16])[CH:5]([C:12]([F:15])([F:14])[F:13])[CH:6]([C:8](OC)=[O:9])[NH2:7].Cl. Product: [F:3][C:4]([F:16])([F:17])[CH:5]([C:12]([F:13])([F:14])[F:15])[CH:6]([NH2:7])[CH2:8][OH:9]. The catalyst class is: 1. (2) Reactant: [C:1]1(=[O:6])[CH2:5][CH2:4][CH2:3][CH2:2]1.C([N-]C(C)C)(C)C.[Li+].[CH:15]1([C:18]2[NH:22][C:21]3[CH:23]=[C:24]([C:35]4[C:36]([CH3:41])=[N:37][O:38][C:39]=4[CH3:40])[CH:25]=[C:26]([CH:27]([C:29]4[CH:34]=[CH:33][CH:32]=[CH:31][N:30]=4)[OH:28])[C:20]=3[N:19]=2)[CH2:17][CH2:16]1. Product: [CH:15]1([C:18]2[NH:22][C:21]3[CH:23]=[C:24]([C:35]4[C:36]([CH3:41])=[N:37][O:38][C:39]=4[CH3:40])[CH:25]=[C:26]([C:27]([OH:28])([C:29]4[CH:34]=[CH:33][CH:32]=[CH:31][N:30]=4)[CH:2]4[CH2:3][CH2:4][CH2:5][C:1]4=[O:6])[C:20]=3[N:19]=2)[CH2:16][CH2:17]1. The catalyst class is: 1. (3) Reactant: [CH2:1]([N:4]1[CH2:7][CH:6]([C:8]2[CH:13]=[CH:12][C:11]([NH2:14])=[CH:10][CH:9]=2)[CH2:5]1)[CH2:2][CH3:3].[F:15][CH2:16][CH2:17][C:18]1[CH:23]=[CH:22][C:21]([S:24](Cl)(=[O:26])=[O:25])=[CH:20][CH:19]=1. Product: [F:15][CH2:16][CH2:17][C:18]1[CH:19]=[CH:20][C:21]([S:24]([NH:14][C:11]2[CH:10]=[CH:9][C:8]([CH:6]3[CH2:5][N:4]([CH2:1][CH2:2][CH3:3])[CH2:7]3)=[CH:13][CH:12]=2)(=[O:26])=[O:25])=[CH:22][CH:23]=1. The catalyst class is: 202. (4) Reactant: CS(C)=O.CC(C)([O-])C.[K+].[SH:11][C:12]1[NH:13][C:14]2[CH:20]=[CH:19][CH:18]=[CH:17][C:15]=2[N:16]=1.C(O[CH2:25][C:26]1[C:31]([CH3:32])=[C:30]([O:33][CH2:34][CH:35]2[CH2:40][O:39][C:38]([CH3:42])([CH3:41])[O:37][CH2:36]2)[C:29]([CH3:43])=[CH:28][N:27]=1)(=O)C. Product: [CH3:41][C:38]1([CH3:42])[O:39][CH2:40][CH:35]([CH2:34][O:33][C:30]2[C:29]([CH3:43])=[CH:28][N:27]=[C:26]([CH2:25][S:11][C:12]3[NH:16][C:15]4[CH:17]=[CH:18][CH:19]=[CH:20][C:14]=4[N:13]=3)[C:31]=2[CH3:32])[CH2:36][O:37]1. The catalyst class is: 11. (5) Reactant: [CH2:1]([O:3][C:4]([N:6]1[CH2:11][CH2:10][N:9]([C:12](=[O:37])[C@@H:13]([NH:22][C:23]([C:25]2[CH:34]=[C:33]([OH:35])[C:32]3[C:27](=[CH:28][C:29]([CH3:36])=[CH:30][CH:31]=3)[N:26]=2)=[O:24])[CH2:14][C:15]([O:17][C:18]([CH3:21])([CH3:20])[CH3:19])=[O:16])[CH2:8][CH2:7]1)=[O:5])[CH3:2].[CH2:38]([O:45][C:46](=[O:49])[CH2:47]Br)[C:39]1[CH:44]=[CH:43][CH:42]=[CH:41][CH:40]=1.C(=O)([O-])[O-].[Cs+].[Cs+]. Product: [CH2:1]([O:3][C:4]([N:6]1[CH2:11][CH2:10][N:9]([C:12](=[O:37])[C@@H:13]([NH:22][C:23]([C:25]2[CH:34]=[C:33]([O:35][CH2:47][C:46]([O:45][CH2:38][C:39]3[CH:44]=[CH:43][CH:42]=[CH:41][CH:40]=3)=[O:49])[C:32]3[C:27](=[CH:28][C:29]([CH3:36])=[CH:30][CH:31]=3)[N:26]=2)=[O:24])[CH2:14][C:15]([O:17][C:18]([CH3:20])([CH3:21])[CH3:19])=[O:16])[CH2:8][CH2:7]1)=[O:5])[CH3:2]. The catalyst class is: 18. (6) Reactant: C([O:8][CH2:9][CH2:10][C:11]([NH:13][C:14]1[CH:15]=[C:16]2[C:20](=[CH:21][CH:22]=1)[NH:19][N:18]=[CH:17]2)=[O:12])C1C=CC=CC=1.Cl. Product: [OH:8][CH2:9][CH2:10][C:11]([NH:13][C:14]1[CH:15]=[C:16]2[C:20](=[CH:21][CH:22]=1)[NH:19][N:18]=[CH:17]2)=[O:12]. The catalyst class is: 19. (7) Product: [Br:13][C:14]1[CH:19]=[CH:18][C:17]([CH2:20][N:1]2[CH:5]=[CH:4][N:3]=[C:2]2[C:6]2[N:10]([CH2:20][C:17]3[CH:16]=[CH:15][C:14]([Br:13])=[CH:19][CH:18]=3)[CH:9]=[CH:8][N:7]=2)=[CH:16][CH:15]=1. Reactant: [NH:1]1[CH:5]=[CH:4][N:3]=[C:2]1[C:6]1[NH:7][CH:8]=[CH:9][N:10]=1.[H-].[Na+].[Br:13][C:14]1[CH:19]=[CH:18][C:17]([CH2:20]Br)=[CH:16][CH:15]=1.[NH4+].[Cl-]. The catalyst class is: 3. (8) Reactant: C(OC(=O)[NH:7][CH2:8][CH2:9][NH:10][C:11](=[O:37])[CH2:12][C@@H:13]1[N:19]=[C:18]([C:20]2[CH:25]=[CH:24][C:23]([Cl:26])=[CH:22][CH:21]=2)[C:17]2[CH:27]=[C:28]([O:31][CH3:32])[CH:29]=[CH:30][C:16]=2[N:15]2[C:33]([CH3:36])=[N:34][N:35]=[C:14]12)(C)(C)C.C(O)(C(F)(F)F)=O.[OH-].[K+]. Product: [NH2:7][CH2:8][CH2:9][NH:10][C:11](=[O:37])[CH2:12][C@@H:13]1[N:19]=[C:18]([C:20]2[CH:21]=[CH:22][C:23]([Cl:26])=[CH:24][CH:25]=2)[C:17]2[CH:27]=[C:28]([O:31][CH3:32])[CH:29]=[CH:30][C:16]=2[N:15]2[C:33]([CH3:36])=[N:34][N:35]=[C:14]12. The catalyst class is: 2.